Task: Predict the reaction yield, written as a fraction of the theoretical maximum amount of product (1.0 means a 100% yield; for example, 0.34 means a 34% yield).. Dataset: Reaction yield outcomes from USPTO patents with 853,638 reactions (1) The yield is 0.880. The reactants are [C:1]([O:5][C:6]([CH:8]1[CH2:12][CH:11]([OH:13])[CH2:10][CH:9]1[C:14](=[O:26])[NH:15][C:16]1([C:21]([O:23][CH2:24][CH3:25])=[O:22])[CH2:18][CH:17]1[CH:19]=[CH2:20])=[O:7])([CH3:4])([CH3:3])[CH3:2].O[C:28]1[C:37]2[C:32](=[C:33]([CH3:40])[C:34]([O:38][CH3:39])=[CH:35][CH:36]=2)[N:31]=[C:30]([C:41]2[CH:46]=[CH:45][CH:44]=[C:43]([CH3:47])[N:42]=2)[CH:29]=1.C1(P(C2C=CC=CC=2)C2C=CC=CC=2)C=CC=CC=1.CC(OC(/N=N/C(OC(C)C)=O)=O)C. The product is [C:1]([O:5][C:6]([CH:8]1[CH2:12][CH:11]([O:13][C:28]2[C:37]3[C:32](=[C:33]([CH3:40])[C:34]([O:38][CH3:39])=[CH:35][CH:36]=3)[N:31]=[C:30]([C:41]3[CH:46]=[CH:45][CH:44]=[C:43]([CH3:47])[N:42]=3)[CH:29]=2)[CH2:10][CH:9]1[C:14](=[O:26])[NH:15][C:16]1([C:21]([O:23][CH2:24][CH3:25])=[O:22])[CH2:18][CH:17]1[CH:19]=[CH2:20])=[O:7])([CH3:4])([CH3:2])[CH3:3]. The catalyst is C1COCC1. (2) The reactants are [CH:1]1([NH2:4])[CH2:3][CH2:2]1.C(O)(=O)C.C(O[BH-](OC(=O)C)OC(=O)C)(=O)C.[Na+].[CH:23]([C:25]1[CH:30]=[CH:29][C:28]([C:31]#[C:32]/[CH:33]=[CH:34]/[C:35]2[CH:40]=[CH:39][C:38]([C:41](=[O:53])[N:42]([CH:44]([C:49]([NH:51][CH3:52])=[O:50])[C:45]([O:47][CH3:48])=[O:46])[CH3:43])=[CH:37][CH:36]=2)=[CH:27][CH:26]=1)=O. The catalyst is C(Cl)(Cl)Cl.O. The product is [CH:1]1([NH:4][CH2:23][C:25]2[CH:30]=[CH:29][C:28]([C:31]#[C:32]/[CH:33]=[CH:34]/[C:35]3[CH:40]=[CH:39][C:38]([C:41](=[O:53])[N:42]([CH:44]([C:49]([NH:51][CH3:52])=[O:50])[C:45]([O:47][CH3:48])=[O:46])[CH3:43])=[CH:37][CH:36]=3)=[CH:27][CH:26]=2)[CH2:3][CH2:2]1. The yield is 0.910. (3) The reactants are [C:1]1([C:7]2[NH:8][C:9]3[C:14]([CH:15]=2)=[CH:13][CH:12]=[C:11]([NH2:16])[CH:10]=3)[CH:6]=[CH:5][CH:4]=[CH:3][CH:2]=1.[C:17](Cl)(=[O:21])[CH:18]([CH3:20])[CH3:19].O. The catalyst is N1C=CC=CC=1. The product is [C:1]1([C:7]2[NH:8][C:9]3[C:14]([CH:15]=2)=[CH:13][CH:12]=[C:11]([NH:16][C:17](=[O:21])[CH:18]([CH3:20])[CH3:19])[CH:10]=3)[CH:2]=[CH:3][CH:4]=[CH:5][CH:6]=1. The yield is 0.210. (4) The reactants are [F:1][C:2]([F:8])([F:7])[S:3]([O-:6])(=[O:5])=[O:4].[K+].CC(C)=O.C(OCC)C.[Br-].[O:20]=[C:21]([C:28]([CH3:31])([CH3:30])[CH3:29])[CH2:22][S+:23]1[CH2:27][CH2:26][CH2:25][CH2:24]1. The catalyst is C(#N)C. The product is [F:1][C:2]([F:8])([F:7])[S:3]([O-:6])(=[O:5])=[O:4].[O:20]=[C:21]([C:28]([CH3:31])([CH3:30])[CH3:29])[CH2:22][S+:23]1[CH2:27][CH2:26][CH2:25][CH2:24]1. The yield is 0.877. (5) The reactants are I[C:2]1[CH:7]=[CH:6][C:5]([O:8][C:9]([F:12])([F:11])[F:10])=[CH:4][C:3]=1[CH3:13].Br[C:15]([F:22])([F:21])[C:16]([O:18][CH2:19][CH3:20])=[O:17].[Cl-].[NH4+]. The catalyst is CS(C)=O.[Cu]. The product is [F:21][C:15]([F:22])([C:2]1[CH:7]=[CH:6][C:5]([O:8][C:9]([F:12])([F:11])[F:10])=[CH:4][C:3]=1[CH3:13])[C:16]([O:18][CH2:19][CH3:20])=[O:17]. The yield is 0.910. (6) The reactants are [Cl:1][C:2]1[CH:24]=[CH:23][C:5]([C:6]([N:8]2[CH2:13][CH2:12][N:11]([C:14]([O:16][C:17]([CH3:20])([CH3:19])[CH3:18])=[O:15])[CH2:10][CH:9]2[CH2:21][OH:22])=[O:7])=[C:4](F)[CH:3]=1.[H-].[Na+]. The catalyst is CN(C)C=O. The product is [Cl:1][C:2]1[CH:24]=[CH:23][C:5]2[C:6](=[O:7])[N:8]3[CH2:13][CH2:12][N:11]([C:14]([O:16][C:17]([CH3:20])([CH3:19])[CH3:18])=[O:15])[CH2:10][CH:9]3[CH2:21][O:22][C:4]=2[CH:3]=1. The yield is 0.757. (7) The reactants are C[O:2][C:3](=O)[CH2:4][CH:5]1[C:14]2[C:9](=[CH:10][C:11]([S:15]([C:18]3[CH:23]=[CH:22][CH:21]=[CH:20][CH:19]=3)(=[O:17])=[O:16])=[CH:12][CH:13]=2)[CH2:8][CH2:7][CH2:6]1.[H-].[Al+3].[Li+].[H-].[H-].[H-].N1C=CC=CC=1.[CH3:37][S:38](Cl)(=[O:40])=[O:39].C([O-])(O)=O.[Na+]. The catalyst is CCOCC.C1COCC1.C(Cl)Cl.C1C=CC=CC=1. The product is [C:18]1([S:15]([C:11]2[CH:10]=[C:9]3[C:14](=[CH:13][CH:12]=2)[CH:5]([CH2:4][CH2:3][O:2][S:38]([CH3:37])(=[O:40])=[O:39])[CH2:6][CH2:7][CH2:8]3)(=[O:17])=[O:16])[CH:23]=[CH:22][CH:21]=[CH:20][CH:19]=1. The yield is 0.773.